This data is from Reaction yield outcomes from USPTO patents with 853,638 reactions. The task is: Predict the reaction yield, written as a fraction of the theoretical maximum amount of product (1.0 means a 100% yield; for example, 0.34 means a 34% yield). (1) The reactants are C([Cl:4])(=O)C.[O:5]=[C:6]([C:16]1[CH:21]=[CH:20][N:19]=[CH:18][CH:17]=1)[CH2:7][NH:8]C(=O)OC(C)(C)C. The product is [Cl-:4].[Cl-:4].[NH3+:8][CH2:7][C:6]([C:16]1[CH:21]=[CH:20][NH+:19]=[CH:18][CH:17]=1)=[O:5]. The catalyst is CO. The yield is 0.960. (2) The reactants are [Br:1][C:2]1[C:3](Cl)=[N:4][C:5]([N:9]2[C:13]([CH3:14])=[CH:12][CH:11]=[C:10]2[CH3:15])=[N:6][C:7]=1[CH3:8].Cl.[NH2:18][C@@H:19]1[CH2:24][CH2:23][C@H:22]([OH:25])[CH2:21][CH2:20]1.C(N(C(C)C)CC)(C)C. The catalyst is CC(N(C)C)=O. The product is [Br:1][C:2]1[C:3]([NH:18][C@@H:19]2[CH2:24][CH2:23][C@H:22]([OH:25])[CH2:21][CH2:20]2)=[N:4][C:5]([N:9]2[C:13]([CH3:14])=[CH:12][CH:11]=[C:10]2[CH3:15])=[N:6][C:7]=1[CH3:8]. The yield is 0.880. (3) The yield is 0.260. The catalyst is C(#N)C. The product is [Br:1][C:2]1[CH:3]=[CH:4][C:5]([N:12]2[CH2:13][CH2:14][N:9]([CH2:15][CH2:16][OH:17])[CH2:10][CH2:11]2)=[N:6][CH:7]=1. The reactants are [Br:1][C:2]1[CH:3]=[CH:4][C:5](I)=[N:6][CH:7]=1.[N:9]1([CH2:15][CH2:16][OH:17])[CH2:14][CH2:13][NH:12][CH2:11][CH2:10]1.O. (4) The reactants are Cl[CH2:2][CH2:3][C:4]([C:9]1[CH:14]=[CH:13][C:12]([F:15])=[CH:11][CH:10]=1)([OH:8])[CH2:5][CH:6]=[CH2:7].[F:16][C:17]1[CH:18]=[C:19]([C@@H:23]([NH2:25])[CH3:24])[CH:20]=[CH:21][CH:22]=1.C([O-])([O-])=O.[K+].[K+]. The catalyst is CC#N. The product is [F:15][C:12]1[CH:13]=[CH:14][C:9]([C:4]([OH:8])([CH2:5][CH:6]=[CH2:7])[CH2:3][CH2:2][NH:25][C@H:23]([C:19]2[CH:20]=[CH:21][CH:22]=[C:17]([F:16])[CH:18]=2)[CH3:24])=[CH:10][CH:11]=1. The yield is 0.440.